Task: Predict the product of the given reaction.. Dataset: Forward reaction prediction with 1.9M reactions from USPTO patents (1976-2016) (1) The product is: [Si:18]([O:12][CH2:11][CH2:10][CH2:9][CH2:8][C:4]1[CH:3]=[C:2]([CH:7]=[CH:6][CH:5]=1)[NH2:1])([C:21]([CH3:24])([CH3:23])[CH3:22])([CH3:20])[CH3:19]. Given the reactants [NH2:1][C:2]1[CH:3]=[C:4]([CH2:8][CH2:9][CH2:10][CH2:11][OH:12])[CH:5]=[CH:6][CH:7]=1.N1C=CN=C1.[Si:18](Cl)([C:21]([CH3:24])([CH3:23])[CH3:22])([CH3:20])[CH3:19], predict the reaction product. (2) The product is: [C:18]1([C:23]2[CH:28]=[CH:27][CH:26]=[CH:25][CH:24]=2)[CH:19]=[CH:20][CH:21]=[CH:22][C:17]=1[CH2:16][C:12]1[N:11]2[CH2:29][CH2:30][N:31]([CH3:34])[C:32](=[O:33])[C:10]2=[C:9]([OH:8])[C:14](=[O:15])[N:13]=1. Given the reactants C([O:8][C:9]1[C:14](=[O:15])[N:13]=[C:12]([CH2:16][C:17]2[CH:22]=[CH:21][CH:20]=[CH:19][C:18]=2[C:23]2[CH:28]=[CH:27][CH:26]=[CH:25][CH:24]=2)[N:11]2[CH2:29][CH2:30][N:31]([CH3:34])[C:32](=[O:33])[C:10]=12)C1C=CC=CC=1.Cl, predict the reaction product. (3) Given the reactants [C:1]([O:5][C:6]([N:8]1[CH2:15][C@H:14]([OH:16])[CH2:13][C@@H:9]1[C:10]([OH:12])=O)=[O:7])([CH3:4])([CH3:3])[CH3:2].[CH2:17]([NH2:24])[C:18]1[CH:23]=[CH:22][CH:21]=[CH:20][CH:19]=1.ON1C2C=CC=CC=2N=N1.C(O)(=O)CC(CC(O)=O)(C(O)=O)O, predict the reaction product. The product is: [CH2:17]([NH:24][C:10]([C@H:9]1[CH2:13][C@@H:14]([OH:16])[CH2:15][N:8]1[C:6]([O:5][C:1]([CH3:2])([CH3:3])[CH3:4])=[O:7])=[O:12])[C:18]1[CH:23]=[CH:22][CH:21]=[CH:20][CH:19]=1. (4) Given the reactants [CH3:1][O:2][C:3](=[O:11])[CH2:4][O:5][CH2:6]/[CH:7]=[CH:8]/[CH:9]=[O:10].[BH4-].[Na+], predict the reaction product. The product is: [CH3:1][O:2][C:3](=[O:11])[CH2:4][O:5][CH2:6]/[CH:7]=[CH:8]/[CH2:9][OH:10]. (5) Given the reactants [N:1]1([C:7]2[CH:8]=[CH:9][C:10]([N+:14]([O-])=O)=[C:11]([CH:13]=2)[NH2:12])[CH2:6][CH2:5][O:4][CH2:3][CH2:2]1, predict the reaction product. The product is: [N:1]1([C:7]2[CH:13]=[C:11]([NH2:12])[C:10]([NH2:14])=[CH:9][CH:8]=2)[CH2:6][CH2:5][O:4][CH2:3][CH2:2]1. (6) Given the reactants [F:1][C@@H:2]1[CH2:6][N:5]([C:7]([O:9][C:10]([CH3:13])([CH3:12])[CH3:11])=[O:8])[C@H:4]([C:14]([O:16]C)=[O:15])[CH2:3]1.[OH-].[Na+], predict the reaction product. The product is: [C:10]([O:9][C:7]([N:5]1[CH2:6][C@@H:2]([F:1])[CH2:3][C@H:4]1[C:14]([OH:16])=[O:15])=[O:8])([CH3:13])([CH3:11])[CH3:12]. (7) Given the reactants [O:1]=[C:2]1[CH:10]([C:11]2[C:16]3=[C:17]([CH3:23])[C:18]([C:20](O)=[O:21])=[CH:19][N:15]3[N:14]=[CH:13][N:12]=2)[C:9]2[C:4](=[CH:5][CH:6]=[CH:7][CH:8]=2)[NH:3]1.C1CN([P+](Br)(N2CCCC2)N2CCCC2)CC1.F[P-](F)(F)(F)(F)F.C(N(C(C)C)CC)(C)C.[NH2:57][CH2:58][CH2:59][CH2:60][N:61]1[CH2:65][CH2:64][CH2:63][CH2:62]1.Cl, predict the reaction product. The product is: [O:1]=[C:2]1[CH:10]([C:11]2[C:16]3=[C:17]([CH3:23])[C:18]([C:20]([NH:57][CH2:58][CH2:59][CH2:60][N:61]4[CH2:65][CH2:64][CH2:63][CH2:62]4)=[O:21])=[CH:19][N:15]3[N:14]=[CH:13][N:12]=2)[C:9]2[C:4](=[CH:5][CH:6]=[CH:7][CH:8]=2)[NH:3]1.